This data is from Peptide-MHC class I binding affinity with 185,985 pairs from IEDB/IMGT. The task is: Regression. Given a peptide amino acid sequence and an MHC pseudo amino acid sequence, predict their binding affinity value. This is MHC class I binding data. (1) The peptide sequence is STTVKAACWW. The MHC is HLA-B45:01 with pseudo-sequence HLA-B45:01. The binding affinity (normalized) is 0.0251. (2) The peptide sequence is RTLLSRVK. The MHC is Mamu-A02 with pseudo-sequence Mamu-A02. The binding affinity (normalized) is 0.341. (3) The peptide sequence is LMYDIINSV. The MHC is HLA-A31:01 with pseudo-sequence HLA-A31:01. The binding affinity (normalized) is 0.222.